Task: Predict the reactants needed to synthesize the given product.. Dataset: Full USPTO retrosynthesis dataset with 1.9M reactions from patents (1976-2016) (1) Given the product [CH2:1]([C@H:8]1[NH:13][CH2:12][CH2:11][N:10]([C:15]2[CH:20]=[CH:19][C:18]([O:21][CH3:22])=[C:17]([O:23][CH:24]3[CH2:28][CH2:27][CH2:26][CH2:25]3)[CH:16]=2)[CH2:9]1)[C:2]1[CH:3]=[CH:4][CH:5]=[CH:6][CH:7]=1, predict the reactants needed to synthesize it. The reactants are: [CH2:1]([C@H:8]1[NH:13][C:12](=O)[CH2:11][N:10]([C:15]2[CH:20]=[CH:19][C:18]([O:21][CH3:22])=[C:17]([O:23][CH:24]3[CH2:28][CH2:27][CH2:26][CH2:25]3)[CH:16]=2)[CH2:9]1)[C:2]1[CH:7]=[CH:6][CH:5]=[CH:4][CH:3]=1.[H-].[Al+3].[Li+].[H-].[H-].[H-].CCOC(C)=O.[OH-].[Na+]. (2) Given the product [CH2:14]([N:21]1[CH2:25][CH2:26][C:10]([C:7]2[CH:8]=[CH:9][C:4]([Cl:3])=[CH:5][CH:6]=2)([C:11]#[N:12])[CH2:23][CH2:22]1)[C:15]1[CH:20]=[CH:19][CH:18]=[CH:17][CH:16]=1, predict the reactants needed to synthesize it. The reactants are: [H-].[Na+].[Cl:3][C:4]1[CH:9]=[CH:8][C:7]([CH2:10][C:11]#[N:12])=[CH:6][CH:5]=1.Cl.[CH2:14]([N:21]([CH2:25][CH2:26]Cl)[CH2:22][CH2:23]Cl)[C:15]1[CH:20]=[CH:19][CH:18]=[CH:17][CH:16]=1. (3) Given the product [Cl:1][C:2]1[N:7]=[C:6]2[N:8]([CH:18]3[CH2:23][CH2:22][N:21]([C:24]([O:26][C:27]([CH3:30])([CH3:29])[CH3:28])=[O:25])[CH2:20][CH2:19]3)[N:9]=[CH:10][C:5]2=[C:4]([N:11]2[CH2:12][CH2:13][O:14][CH2:15][CH2:16]2)[N:3]=1, predict the reactants needed to synthesize it. The reactants are: [Cl:1][C:2]1[N:7]=[C:6]2[NH:8][N:9]=[CH:10][C:5]2=[C:4]([N:11]2[CH2:16][CH2:15][O:14][CH2:13][CH2:12]2)[N:3]=1.O[CH:18]1[CH2:23][CH2:22][N:21]([C:24]([O:26][C:27]([CH3:30])([CH3:29])[CH3:28])=[O:25])[CH2:20][CH2:19]1.C1(P(C2C=CC=CC=2)C2C=CC=CC=2)C=CC=CC=1.CC(OC(/N=N/C(OC(C)C)=O)=O)C. (4) Given the product [Cl:20][C:21]1[CH:22]=[CH:23][C:24]([OH:36])=[C:25]([NH:27][C:9]2[S:10][CH:11]=[C:12]([C:14]([O:16][CH2:17][CH3:18])=[O:15])[N:13]=2)[CH:26]=1, predict the reactants needed to synthesize it. The reactants are: ClC1C=CC(O)=C(C[C:9]2[S:10][CH:11]=[C:12]([C:14]([O:16][CH2:17][CH3:18])=[O:15])[N:13]=2)C=1.[Cl:20][C:21]1[CH:22]=[CH:23][C:24]([OH:36])=[C:25]([NH:27]C2SC=C(C(O)=O)N=2)[CH:26]=1. (5) Given the product [Cl:6][C:7]1[C:8]([C:13]2[CH:14]=[C:15]3[C:19](=[CH:20][CH:21]=2)[N:18]([C:30]([O:32][C:33]([CH3:36])([CH3:35])[CH3:34])=[O:31])[N:17]=[C:16]3[NH:22][C:23]2[S:24][C:25]([CH:28]=[O:29])=[CH:26][N:27]=2)=[N:9][CH:10]=[CH:11][CH:12]=1, predict the reactants needed to synthesize it. The reactants are: O1CCCC1.[Cl:6][C:7]1[C:8]([C:13]2[CH:14]=[C:15]3[C:19](=[CH:20][CH:21]=2)[NH:18][N:17]=[C:16]3[NH:22][C:23]2[S:24][C:25]([CH:28]=[O:29])=[CH:26][N:27]=2)=[N:9][CH:10]=[CH:11][CH:12]=1.[C:30](O[C:30]([O:32][C:33]([CH3:36])([CH3:35])[CH3:34])=[O:31])([O:32][C:33]([CH3:36])([CH3:35])[CH3:34])=[O:31]. (6) Given the product [Cl:1][C:2]1[CH:3]=[CH:4][C:5]([N:8]2[CH2:9][CH2:10][NH:11][CH2:12][C:13]2([CH3:15])[CH3:14])=[CH:6][CH:7]=1, predict the reactants needed to synthesize it. The reactants are: [Cl:1][C:2]1[CH:7]=[CH:6][C:5]([N:8]2[C:13]([CH3:15])([CH3:14])[C:12](=O)[NH:11][CH2:10][C:9]2=O)=[CH:4][CH:3]=1.[H-].[H-].[H-].[H-].[Li+].[Al+3]. (7) Given the product [CH3:19][O:20][C:21](=[O:78])[C:22]1[CH:27]=[CH:26][C:25]([O:28][CH2:29][CH2:30][C:31]2[C:39]3[C:34](=[CH:35][CH:36]=[C:37]([Cl:40])[CH:38]=3)[N:33]([CH:41]([C:42]3[CH:43]=[CH:44][CH:45]=[CH:46][CH:47]=3)[C:48]3[CH:53]=[CH:52][CH:51]=[CH:50][CH:49]=3)[C:32]=2[CH2:54][CH2:55][OH:56])=[CH:24][C:23]=1[O:74][CH:75]([CH3:76])[CH3:77], predict the reactants needed to synthesize it. The reactants are: CCCC[N+](CCCC)(CCCC)CCCC.[F-].[CH3:19][O:20][C:21](=[O:78])[C:22]1[CH:27]=[CH:26][C:25]([O:28][CH2:29][CH2:30][C:31]2[C:39]3[C:34](=[CH:35][CH:36]=[C:37]([Cl:40])[CH:38]=3)[N:33]([CH:41]([C:48]3[CH:53]=[CH:52][CH:51]=[CH:50][CH:49]=3)[C:42]3[CH:47]=[CH:46][CH:45]=[CH:44][CH:43]=3)[C:32]=2[CH2:54][CH2:55][O:56][Si](C(C)(C)C)(C2C=CC=CC=2)C2C=CC=CC=2)=[CH:24][C:23]=1[O:74][CH:75]([CH3:77])[CH3:76]. (8) Given the product [Cl:9][C:4]1[N:3]=[C:2]([O:11][CH3:10])[C:7]([NH2:8])=[CH:6][CH:5]=1, predict the reactants needed to synthesize it. The reactants are: Cl[C:2]1[C:7]([NH2:8])=[CH:6][CH:5]=[C:4]([Cl:9])[N:3]=1.[CH3:10][O:11][Na].CO. (9) Given the product [CH:1]1([CH:7]([N:11]2[C:15]3[CH:16]=[CH:17][C:18]([F:20])=[CH:19][C:14]=3[N:13]=[C:12]2[C@H:21]([O:28][CH3:29])[C:22]2[CH:23]=[CH:24][CH:25]=[CH:26][CH:27]=2)[C:8]([NH:62][CH:63]2[CH2:68][CH2:67][CH:66]([OH:69])[CH2:65][CH2:64]2)=[O:9])[CH2:2][CH2:3][CH2:4][CH2:5][CH2:6]1, predict the reactants needed to synthesize it. The reactants are: [CH:1]1([CH:7]([N:11]2[C:15]3[CH:16]=[CH:17][C:18]([F:20])=[CH:19][C:14]=3[N:13]=[C:12]2[C@H:21]([O:28][CH3:29])[C:22]2[CH:27]=[CH:26][CH:25]=[CH:24][CH:23]=2)[C:8](O)=[O:9])[CH2:6][CH2:5][CH2:4][CH2:3][CH2:2]1.C(N(CC)CC)C.CN(C(ON1N=NC2C=CC=NC1=2)=[N+](C)C)C.F[P-](F)(F)(F)(F)F.Cl.[NH2:62][C@H:63]1[CH2:68][CH2:67][C@H:66]([OH:69])[CH2:65][CH2:64]1.